The task is: Predict the product of the given reaction.. This data is from Forward reaction prediction with 1.9M reactions from USPTO patents (1976-2016). Given the reactants [C:1]([C:4]1[CH:13]=[CH:12][CH:11]=[C:10]2[C:5]=1[CH2:6][C@H:7]([CH2:26][O:27][Si:28]([C:31]([CH3:34])([CH3:33])[CH3:32])([CH3:30])[CH3:29])[N:8]([C:15](=[O:25])[CH2:16][C:17]1[C:22]([Cl:23])=[CH:21][CH:20]=[CH:19][C:18]=1[Cl:24])[C@H:9]2[CH3:14])(=[O:3])[CH3:2].[CH3:35][Mg]Cl.O, predict the reaction product. The product is: [Si:28]([O:27][CH2:26][C@H:7]1[CH2:6][C:5]2[C:10](=[CH:11][CH:12]=[CH:13][C:4]=2[C:1]([OH:3])([CH3:35])[CH3:2])[C@H:9]([CH3:14])[N:8]1[C:15](=[O:25])[CH2:16][C:17]1[C:22]([Cl:23])=[CH:21][CH:20]=[CH:19][C:18]=1[Cl:24])([C:31]([CH3:33])([CH3:32])[CH3:34])([CH3:30])[CH3:29].